From a dataset of Catalyst prediction with 721,799 reactions and 888 catalyst types from USPTO. Predict which catalyst facilitates the given reaction. Reactant: [NH2:1][C:2]1[N:3]=[CH:4][N:5]([CH2:11][C:12]2[CH:17]=[CH:16][CH:15]=[CH:14][CH:13]=2)[C:6]=1[S:7]([NH2:10])(=[O:9])=[O:8].[CH2:18]([N:25]1[C:34]2[C:29](=[CH:30][CH:31]=[CH:32][CH:33]=2)[C:28](=[O:35])[C:27](=[C:36](SC)SC)[C:26]1=[O:41])[C:19]1[CH:24]=[CH:23][CH:22]=[CH:21][CH:20]=1. Product: [CH2:18]([N:25]1[C:34]2[C:29](=[CH:30][CH:31]=[CH:32][CH:33]=2)[C:28]([OH:35])=[C:27]([C:36]2[NH:1][C:2]3[N:3]=[CH:4][N:5]([CH2:11][C:12]4[CH:13]=[CH:14][CH:15]=[CH:16][CH:17]=4)[C:6]=3[S:7](=[O:9])(=[O:8])[N:10]=2)[C:26]1=[O:41])[C:19]1[CH:20]=[CH:21][CH:22]=[CH:23][CH:24]=1. The catalyst class is: 11.